From a dataset of Full USPTO retrosynthesis dataset with 1.9M reactions from patents (1976-2016). Predict the reactants needed to synthesize the given product. (1) Given the product [C:1]([C:3]1[CH:8]=[CH:7][C:6]([CH:9]2[C:14]([C:15]#[N:17])=[C:13]([CH3:18])[N:12]([C:19]3[CH:24]=[CH:23][CH:22]=[C:21]([C:25]([F:26])([F:28])[F:27])[CH:20]=3)[C:11](=[O:29])[NH:10]2)=[C:5]([S:30]([C:33]2[CH:38]=[CH:37][CH:36]=[CH:35][CH:34]=2)(=[O:31])=[O:32])[CH:4]=1)#[N:2], predict the reactants needed to synthesize it. The reactants are: [C:1]([C:3]1[CH:8]=[CH:7][C:6]([CH:9]2[C:14]([C:15]([NH2:17])=O)=[C:13]([CH3:18])[N:12]([C:19]3[CH:24]=[CH:23][CH:22]=[C:21]([C:25]([F:28])([F:27])[F:26])[CH:20]=3)[C:11](=[O:29])[NH:10]2)=[C:5]([S:30]([C:33]2[CH:38]=[CH:37][CH:36]=[CH:35][CH:34]=2)(=[O:32])=[O:31])[CH:4]=1)#[N:2].[OH-].COC(NS([N+](CC)(CC)CC)(=O)=O)=O. (2) Given the product [NH2:1][C:2]1[C:3]2[C:10]([C:11]3[S:15][CH:14]=[C:13]([C:16]([OH:18])=[O:17])[CH:12]=3)=[CH:9][N:8]([C@H:20]3[C@@:24]([OH:26])([CH3:25])[CH:23]([OH:27])[CH:22]([CH2:28][OH:29])[O:21]3)[C:4]=2[N:5]=[CH:6][N:7]=1, predict the reactants needed to synthesize it. The reactants are: [NH2:1][C:2]1[C:3]2[C:10]([C:11]3[S:15][CH:14]=[C:13]([C:16]([O:18]C)=[O:17])[CH:12]=3)=[CH:9][N:8]([C@H:20]3[C@@:24]([OH:26])([CH3:25])[CH:23]([OH:27])[CH:22]([CH2:28][OH:29])[O:21]3)[C:4]=2[N:5]=[CH:6][N:7]=1.O[Li].O.CO.O. (3) Given the product [NH2:12][CH:8]([OH:11])[CH2:9][CH3:10].[CH3:13][C@H:14]([C:27]([OH:29])=[O:28])[C:15]1[CH:16]=[CH:17][C:18]2[CH:19]=[C:20]([O:25][CH3:26])[CH:21]=[CH:22][C:23]=2[CH:24]=1.[ClH:30], predict the reactants needed to synthesize it. The reactants are: C([C:8]([NH2:12])([OH:11])[CH2:9][CH3:10])(OC(C)(C)C)=O.[CH3:13][C@H:14]([C:27]([OH:29])=[O:28])[C:15]1[CH:16]=[CH:17][C:18]2[CH:19]=[C:20]([O:25][CH3:26])[CH:21]=[CH:22][C:23]=2[CH:24]=1.[ClH:30].C(OCC)(=O)C.C(OCC)C. (4) The reactants are: [C:1]([C:5]1[CH:13]=[CH:12][C:8]([C:9](Cl)=[O:10])=[CH:7][CH:6]=1)([CH3:4])([CH3:3])[CH3:2].[NH2:14][C:15]([CH3:19])([CH3:18])[CH2:16][OH:17]. Given the product [C:1]([C:5]1[CH:13]=[CH:12][C:8]([C:9]([NH:14][C:15]([CH3:19])([CH3:18])[CH2:16][OH:17])=[O:10])=[CH:7][CH:6]=1)([CH3:4])([CH3:3])[CH3:2], predict the reactants needed to synthesize it. (5) Given the product [F:29][C:30]1[CH:36]=[CH:35][C:34]([F:37])=[CH:33][C:31]=1[NH:32][C:2]1[CH:7]=[C:6]([CH2:8][N:9]2[C:13]([CH3:14])([CH3:15])[C:12](=[O:16])[N:11]([C:17]3[CH:22]=[CH:21][C:20]([S:23][C:24]([F:26])([F:25])[F:27])=[CH:19][CH:18]=3)[C:10]2=[O:28])[CH:5]=[CH:4][N:3]=1, predict the reactants needed to synthesize it. The reactants are: Cl[C:2]1[CH:7]=[C:6]([CH2:8][N:9]2[C:13]([CH3:15])([CH3:14])[C:12](=[O:16])[N:11]([C:17]3[CH:22]=[CH:21][C:20]([S:23][C:24]([F:27])([F:26])[F:25])=[CH:19][CH:18]=3)[C:10]2=[O:28])[CH:5]=[CH:4][N:3]=1.[F:29][C:30]1[CH:36]=[CH:35][C:34]([F:37])=[CH:33][C:31]=1[NH2:32].CC1(C)C2C=CC=C(P(C3C=CC=CC=3)C3C=CC=CC=3)C=2OC2C1=CC=CC=2P(C1C=CC=CC=1)C1C=CC=CC=1.C(=O)([O-])[O-].[Cs+].[Cs+].